This data is from Catalyst prediction with 721,799 reactions and 888 catalyst types from USPTO. The task is: Predict which catalyst facilitates the given reaction. (1) Reactant: [CH2:1]([N:3]1[C:15]2[C:14](=[O:16])[NH:13][CH:12]([CH3:17])[CH2:11][C:10]=2[C:9]2[C:4]1=[CH:5][CH:6]=[CH:7][CH:8]=2)[CH3:2].I[C:19]1[CH:20]=[N:21][CH:22]=[CH:23][C:24]=1[CH3:25].[O-]P([O-])([O-])=O.[K+].[K+].[K+].CN[C@@H]1CCCC[C@H]1NC. Product: [CH2:1]([N:3]1[C:15]2[C:14](=[O:16])[N:13]([C:19]3[CH:20]=[N:21][CH:22]=[CH:23][C:24]=3[CH3:25])[CH:12]([CH3:17])[CH2:11][C:10]=2[C:9]2[C:4]1=[CH:5][CH:6]=[CH:7][CH:8]=2)[CH3:2]. The catalyst class is: 321. (2) Reactant: C1C(=O)N([Cl:8])C(=O)C1.CSC.[CH2:12]([O:19][C:20]1[C:25]([CH2:26]O)=[C:24]([CH2:28][O:29][Si:30]([C:33]([CH3:36])([CH3:35])[CH3:34])([CH3:32])[CH3:31])[CH:23]=[C:22]([CH3:37])[N:21]=1)[C:13]1[CH:18]=[CH:17][CH:16]=[CH:15][CH:14]=1. Product: [CH2:12]([O:19][C:20]1[C:25]([CH2:26][Cl:8])=[C:24]([CH2:28][O:29][Si:30]([C:33]([CH3:36])([CH3:35])[CH3:34])([CH3:32])[CH3:31])[CH:23]=[C:22]([CH3:37])[N:21]=1)[C:13]1[CH:18]=[CH:17][CH:16]=[CH:15][CH:14]=1. The catalyst class is: 2. (3) The catalyst class is: 16. Product: [C:1]([O:5][C:6](=[O:30])[N:7]=[C:8]([NH:9][C:10]([N:12]1[CH2:13][CH2:14][N:15]([CH2:19][C:20]2[CH:29]=[CH:24][CH:23]=[CH:22][C:21]=2[O:34][CH3:31])[CH2:16][CH2:17]1)=[O:11])[NH:18][CH2:19][C:20]1[C:29]2[C:24](=[CH:25][CH:26]=[CH:27][CH:28]=2)[CH:23]=[CH:22][CH:21]=1)([CH3:4])([CH3:2])[CH3:3]. Reactant: [C:1]([O:5][C:6](=[O:30])[N:7]=[C:8]([NH:18][CH2:19][C:20]1[C:29]2[C:24](=[CH:25][CH:26]=[CH:27][CH:28]=2)[CH:23]=[CH:22][CH:21]=1)[NH:9][C:10]([N:12]1[CH2:17][CH2:16][NH:15][CH2:14][CH2:13]1)=[O:11])([CH3:4])([CH3:3])[CH3:2].[C:31]([O-:34])([O-])=O.[K+].[K+].